From a dataset of NCI-60 drug combinations with 297,098 pairs across 59 cell lines. Regression. Given two drug SMILES strings and cell line genomic features, predict the synergy score measuring deviation from expected non-interaction effect. (1) Drug 1: C1=NC2=C(N1)C(=S)N=C(N2)N. Drug 2: CC1=C(C(=O)C2=C(C1=O)N3CC4C(C3(C2COC(=O)N)OC)N4)N. Cell line: MCF7. Synergy scores: CSS=44.5, Synergy_ZIP=-0.559, Synergy_Bliss=-1.24, Synergy_Loewe=3.62, Synergy_HSA=5.13. (2) Drug 1: CCCCCOC(=O)NC1=NC(=O)N(C=C1F)C2C(C(C(O2)C)O)O. Drug 2: CC(C)NC(=O)C1=CC=C(C=C1)CNNC.Cl. Cell line: NCI/ADR-RES. Synergy scores: CSS=-3.95, Synergy_ZIP=4.82, Synergy_Bliss=7.43, Synergy_Loewe=-1.94, Synergy_HSA=-0.958. (3) Drug 1: C1=CC(=C2C(=C1NCCNCCO)C(=O)C3=C(C=CC(=C3C2=O)O)O)NCCNCCO. Drug 2: CS(=O)(=O)OCCCCOS(=O)(=O)C. Cell line: U251. Synergy scores: CSS=48.4, Synergy_ZIP=-3.10, Synergy_Bliss=-2.75, Synergy_Loewe=-19.2, Synergy_HSA=-0.441. (4) Drug 1: CC1=C(C(=CC=C1)Cl)NC(=O)C2=CN=C(S2)NC3=CC(=NC(=N3)C)N4CCN(CC4)CCO. Drug 2: CC(C)NC(=O)C1=CC=C(C=C1)CNNC.Cl. Cell line: CAKI-1. Synergy scores: CSS=17.8, Synergy_ZIP=-3.97, Synergy_Bliss=0.361, Synergy_Loewe=-11.7, Synergy_HSA=0.0384. (5) Drug 2: CCN(CC)CCCC(C)NC1=C2C=C(C=CC2=NC3=C1C=CC(=C3)Cl)OC. Synergy scores: CSS=32.9, Synergy_ZIP=7.52, Synergy_Bliss=8.40, Synergy_Loewe=4.62, Synergy_HSA=4.46. Cell line: HCT-15. Drug 1: C1=CC(=CC=C1C#N)C(C2=CC=C(C=C2)C#N)N3C=NC=N3. (6) Drug 1: C1C(C(OC1N2C=C(C(=O)NC2=O)F)CO)O. Drug 2: CN(C(=O)NC(C=O)C(C(C(CO)O)O)O)N=O. Cell line: MALME-3M. Synergy scores: CSS=3.87, Synergy_ZIP=-1.44, Synergy_Bliss=-0.158, Synergy_Loewe=-2.02, Synergy_HSA=-0.652. (7) Cell line: NCIH23. Drug 2: C1C(C(OC1N2C=NC(=NC2=O)N)CO)O. Drug 1: CCN(CC)CCCC(C)NC1=C2C=C(C=CC2=NC3=C1C=CC(=C3)Cl)OC. Synergy scores: CSS=28.7, Synergy_ZIP=-8.58, Synergy_Bliss=-4.49, Synergy_Loewe=-2.32, Synergy_HSA=-3.32. (8) Drug 1: CC1=CC2C(CCC3(C2CCC3(C(=O)C)OC(=O)C)C)C4(C1=CC(=O)CC4)C. Drug 2: C1=NC2=C(N=C(N=C2N1C3C(C(C(O3)CO)O)O)F)N. Cell line: SR. Synergy scores: CSS=2.17, Synergy_ZIP=-0.456, Synergy_Bliss=0.891, Synergy_Loewe=0.643, Synergy_HSA=0.551.